This data is from Reaction yield outcomes from USPTO patents with 853,638 reactions. The task is: Predict the reaction yield, written as a fraction of the theoretical maximum amount of product (1.0 means a 100% yield; for example, 0.34 means a 34% yield). The reactants are Cl[C:2]1[N:7]=[C:6]([C:8]2[CH:13]=[CH:12][CH:11]=[CH:10][CH:9]=2)[CH:5]=[CH:4][N:3]=1.[CH3:14][N:15]1[CH2:20][CH2:19][NH:18][CH2:17][CH2:16]1. The catalyst is CN(C=O)C. The product is [CH3:14][N:15]1[CH2:20][CH2:19][N:18]([C:2]2[N:7]=[C:6]([C:8]3[CH:13]=[CH:12][CH:11]=[CH:10][CH:9]=3)[CH:5]=[CH:4][N:3]=2)[CH2:17][CH2:16]1. The yield is 0.950.